Dataset: Peptide-MHC class I binding affinity with 185,985 pairs from IEDB/IMGT. Task: Regression. Given a peptide amino acid sequence and an MHC pseudo amino acid sequence, predict their binding affinity value. This is MHC class I binding data. The peptide sequence is GLKRGGVLL. The MHC is HLA-B40:01 with pseudo-sequence HLA-B40:01. The binding affinity (normalized) is 0.0847.